From a dataset of Forward reaction prediction with 1.9M reactions from USPTO patents (1976-2016). Predict the product of the given reaction. (1) Given the reactants [CH3:1][O:2][C:3]1[CH:4]=[C:5]([CH:39]=[CH:40][C:41]=1[O:42][CH3:43])[C:6]([NH:8][C@@H:9]([C:11]1[CH:16]=[CH:15][CH:14]=[C:13]([C:17](=[O:38])[NH:18][C:19]2[S:20][C:21]3[CH2:27][C@@H:26]([N:28]([CH2:35][CH2:36][CH3:37])C(=O)C(F)(F)F)[CH2:25][CH2:24][C:22]=3[N:23]=2)[CH:12]=1)[CH3:10])=[O:7].C([O-])([O-])=O.[K+].[K+].FC(F)(F)C(O)=O, predict the reaction product. The product is: [CH3:1][O:2][C:3]1[CH:4]=[C:5]([CH:39]=[CH:40][C:41]=1[O:42][CH3:43])[C:6]([NH:8][C@@H:9]([C:11]1[CH:16]=[CH:15][CH:14]=[C:13]([C:17](=[O:38])[NH:18][C:19]2[S:20][C:21]3[CH2:27][C@@H:26]([NH:28][CH2:35][CH2:36][CH3:37])[CH2:25][CH2:24][C:22]=3[N:23]=2)[CH:12]=1)[CH3:10])=[O:7]. (2) The product is: [CH3:19][C:10]1([CH3:20])[CH:9]([NH2:8])[CH2:18][CH2:17][C:12]2([O:13][CH2:14][CH2:15][O:16]2)[CH2:11]1. Given the reactants COC1C=CC(C[NH:8][CH:9]2[CH2:18][CH2:17][C:12]3([O:16][CH2:15][CH2:14][O:13]3)[CH2:11][C:10]2([CH3:20])[CH3:19])=CC=1, predict the reaction product. (3) Given the reactants C(OC(=O)[NH:7][C@H:8]1[CH2:14][CH2:13][CH2:12][CH2:11][N:10]([C@H:15]2[CH2:20][CH2:19][C@@H:18]([N:21]=[N+:22]=[N-:23])[CH2:17][C@H:16]2[CH2:24][S:25]([C:28]2[CH:33]=[CH:32][CH:31]=[CH:30][CH:29]=2)(=[O:27])=[O:26])[C:9]1=[O:34])(C)(C)C.C(O)(C(F)(F)F)=O, predict the reaction product. The product is: [NH2:7][C@H:8]1[CH2:14][CH2:13][CH2:12][CH2:11][N:10]([C@H:15]2[CH2:20][CH2:19][C@@H:18]([N:21]=[N+:22]=[N-:23])[CH2:17][C@H:16]2[CH2:24][S:25]([C:28]2[CH:29]=[CH:30][CH:31]=[CH:32][CH:33]=2)(=[O:26])=[O:27])[C:9]1=[O:34].